From a dataset of Catalyst prediction with 721,799 reactions and 888 catalyst types from USPTO. Predict which catalyst facilitates the given reaction. (1) Reactant: Cl[CH2:2][C:3]([C:5]1[CH:10]=[CH:9][CH:8]=[C:7]([CH3:11])[C:6]=1[OH:12])=[O:4].C(=O)([O-])[O-].[K+].[K+]. Product: [CH3:11][C:7]1[C:6]2[O:12][CH2:2][C:3](=[O:4])[C:5]=2[CH:10]=[CH:9][CH:8]=1. The catalyst class is: 10. (2) Reactant: [Si](O[C@H:9]([C@H:32]1[CH2:36][C@@H](OCCC)CN1C(OC(C)(C)C)=O)[C@@H:10]([NH:20][C:21](=O)C1C=CC=C(C(=O)N)C=1)CC1C=C(F)C=C(F)C=1)(C(C)(C)C)(C)C.C(OC([N:55]1[CH2:59][C@H:58]([O:60][CH2:61][CH2:62][CH3:63])[CH2:57][C@@H:56]1[C@@H:64]([O:87][Si](C(C)(C)C)(C)C)[C@@H:65]([NH:75][C:76]([C:78]1[CH:79]=[C:80]([CH:84]=[CH:85][CH:86]=1)[C:81]([OH:83])=O)=[O:77])[CH2:66][C:67]1[CH:72]=[C:71]([F:73])[CH:70]=[C:69]([F:74])[CH:68]=1)=O)(C)(C)C.CN(C(ON1N=NC2C=CC=NC1=2)=[N+](C)C)C.F[P-](F)(F)(F)(F)F.CNCCCC. Product: [CH2:10]([N:20]([CH3:21])[C:81](=[O:83])[C:80]1[CH:84]=[CH:85][CH:86]=[C:78]([C:76]([NH:75][C@@H:65]([CH2:66][C:67]2[CH:68]=[C:69]([F:74])[CH:70]=[C:71]([F:73])[CH:72]=2)[C@H:64]([OH:87])[C@H:56]2[CH2:57][C@@H:58]([O:60][CH2:61][CH2:62][CH3:63])[CH2:59][NH:55]2)=[O:77])[CH:79]=1)[CH2:9][CH2:32][CH3:36]. The catalyst class is: 4.